From a dataset of Catalyst prediction with 721,799 reactions and 888 catalyst types from USPTO. Predict which catalyst facilitates the given reaction. The catalyst class is: 1. Reactant: [F:1][C:2]1[CH:7]=[C:6]([O:8][CH3:9])[CH:5]=[CH:4][C:3]=1[C:10]1[C:18]([CH3:19])=[CH:17][C:16]2[C:12](=[CH:13][N:14]([CH2:20][O:21][CH2:22][CH2:23][Si:24]([CH3:27])([CH3:26])[CH3:25])[N:15]=2)[CH:11]=1.[Li]CCCC.[C:33](C#N)(=[O:37])[O:34][CH2:35][CH3:36]. Product: [F:1][C:2]1[CH:7]=[C:6]([O:8][CH3:9])[CH:5]=[CH:4][C:3]=1[C:10]1[C:18]([CH3:19])=[CH:17][C:16]2[C:12](=[C:13]([C:33]([O:34][CH2:35][CH3:36])=[O:37])[N:14]([CH2:20][O:21][CH2:22][CH2:23][Si:24]([CH3:25])([CH3:27])[CH3:26])[N:15]=2)[CH:11]=1.